Dataset: TCR-epitope binding with 47,182 pairs between 192 epitopes and 23,139 TCRs. Task: Binary Classification. Given a T-cell receptor sequence (or CDR3 region) and an epitope sequence, predict whether binding occurs between them. (1) Result: 0 (the TCR does not bind to the epitope). The TCR CDR3 sequence is CASSARTSGGRDTQYF. The epitope is GLCTLVAML. (2) The epitope is FIAGLIAIV. The TCR CDR3 sequence is CASSLGDSDWDTQYF. Result: 0 (the TCR does not bind to the epitope). (3) The epitope is IYSKHTPINL. The TCR CDR3 sequence is CASSFGTGLFSNQPQHF. Result: 1 (the TCR binds to the epitope). (4) The epitope is IYSKHTPINL. The TCR CDR3 sequence is CASSPGVEKLFF. Result: 0 (the TCR does not bind to the epitope).